This data is from Reaction yield outcomes from USPTO patents with 853,638 reactions. The task is: Predict the reaction yield, written as a fraction of the theoretical maximum amount of product (1.0 means a 100% yield; for example, 0.34 means a 34% yield). (1) The reactants are [I:1][C:2]1[C:10]2[C:5](=[N:6][CH:7]=[CH:8][C:9]=2[O:11][CH:12]([CH3:14])[CH3:13])[NH:4][CH:3]=1.[H-].[Na+].[S:17](Cl)([C:20]1[CH:26]=[CH:25][C:23]([CH3:24])=[CH:22][CH:21]=1)(=[O:19])=[O:18]. The catalyst is C1COCC1. The product is [I:1][C:2]1[C:10]2[C:5](=[N:6][CH:7]=[CH:8][C:9]=2[O:11][CH:12]([CH3:14])[CH3:13])[N:4]([S:17]([C:20]2[CH:26]=[CH:25][C:23]([CH3:24])=[CH:22][CH:21]=2)(=[O:19])=[O:18])[CH:3]=1. The yield is 0.660. (2) The product is [CH3:31][O:32][C:33](=[O:37])[CH2:34][CH2:35][NH:36][C:26]([C:24]1[S:25][C:21]([CH:19]([O:18][C:14]2[CH:13]=[C:12]([CH3:29])[C:11]([C:8]3[CH:7]=[CH:6][C:5]([C:1]([CH3:3])([CH3:4])[CH3:2])=[CH:10][CH:9]=3)=[C:16]([CH3:17])[CH:15]=2)[CH3:20])=[CH:22][CH:23]=1)=[O:27]. The reactants are [C:1]([C:5]1[CH:10]=[CH:9][C:8]([C:11]2[C:16]([CH3:17])=[CH:15][C:14]([O:18][CH:19]([C:21]3[S:25][C:24]([C:26](O)=[O:27])=[CH:23][CH:22]=3)[CH3:20])=[CH:13][C:12]=2[CH3:29])=[CH:7][CH:6]=1)([CH3:4])([CH3:3])[CH3:2].Cl.[CH3:31][O:32][C:33](=[O:37])[CH2:34][CH2:35][NH2:36].O.ON1C2C=CC=CC=2N=N1.C(N(CC)C(C)C)(C)C.Cl.CN(C)CCCN=C=NCC. The catalyst is CN(C=O)C.O. The yield is 0.710. (3) The reactants are [CH3:1][C@H:2]1[CH2:7][NH:6][C@H:5]([CH3:8])[CH2:4][N:3]1[C:9]([O:11][CH2:12][CH3:13])=[O:10].[CH2:14](Br)[CH:15]=[CH2:16].C(=O)([O-])[O-].[Na+].[Na+]. The catalyst is C(#N)C. The product is [CH2:16]([N:6]1[C@H:5]([CH3:8])[CH2:4][N:3]([C:9]([O:11][CH2:12][CH3:13])=[O:10])[C@@H:2]([CH3:1])[CH2:7]1)[CH:15]=[CH2:14]. The yield is 0.810. (4) The reactants are [CH3:1][O:2][C:3](=[O:38])[C:4]([CH3:37])([CH3:36])[C:5]1[CH:10]=[CH:9][C:8]([CH:11]([OH:35])[CH2:12][CH2:13][CH2:14][N:15]2[CH2:20][CH2:19][CH:18]([C:21]([OH:34])([C:28]3[CH:33]=[CH:32][CH:31]=[CH:30][CH:29]=3)[C:22]3[CH:27]=[CH:26][CH:25]=[CH:24][CH:23]=3)[CH2:17][CH2:16]2)=[CH:7][CH:6]=1.CC(C)=O.OS(O)(=O)=O.O=[Cr](=O)=O. The catalyst is CC(C)=O. The product is [CH3:1][O:2][C:3](=[O:38])[C:4]([CH3:36])([CH3:37])[C:5]1[CH:10]=[CH:9][C:8]([C:11](=[O:35])[CH2:12][CH2:13][CH2:14][N:15]2[CH2:20][CH2:19][CH:18]([C:21]([OH:34])([C:22]3[CH:23]=[CH:24][CH:25]=[CH:26][CH:27]=3)[C:28]3[CH:33]=[CH:32][CH:31]=[CH:30][CH:29]=3)[CH2:17][CH2:16]2)=[CH:7][CH:6]=1. The yield is 0.610.